From a dataset of Peptide-MHC class I binding affinity with 185,985 pairs from IEDB/IMGT. Regression. Given a peptide amino acid sequence and an MHC pseudo amino acid sequence, predict their binding affinity value. This is MHC class I binding data. (1) The peptide sequence is GLYEAIEEC. The MHC is HLA-A02:06 with pseudo-sequence HLA-A02:06. The binding affinity (normalized) is 0.898. (2) The peptide sequence is QTHFPQFYW. The MHC is HLA-A68:02 with pseudo-sequence HLA-A68:02. The binding affinity (normalized) is 0.111. (3) The peptide sequence is ITMYVAFEQ. The MHC is HLA-B18:01 with pseudo-sequence HLA-B18:01. The binding affinity (normalized) is 0.0847. (4) The peptide sequence is EVRIPVDLVK. The MHC is HLA-A33:01 with pseudo-sequence HLA-A33:01. The binding affinity (normalized) is 0.0997. (5) The binding affinity (normalized) is 0. The peptide sequence is VPPLRAWRHRA. The MHC is Mamu-A01 with pseudo-sequence Mamu-A01. (6) The peptide sequence is SKGWNDWQQV. The MHC is HLA-A32:01 with pseudo-sequence HLA-A32:01. The binding affinity (normalized) is 0. (7) The peptide sequence is VQSKMSDVK. The MHC is HLA-A31:01 with pseudo-sequence HLA-A31:01. The binding affinity (normalized) is 0.181.